This data is from Full USPTO retrosynthesis dataset with 1.9M reactions from patents (1976-2016). The task is: Predict the reactants needed to synthesize the given product. (1) Given the product [C:16]1([N:13]2[CH2:14][CH2:15][C@H:11]([NH:10][C:8]([C:5]3[N:4]=[CH:3][C:2]([CH:25]=[CH2:26])=[CH:7][N:6]=3)=[O:9])[CH2:12]2)[C:17]2[N:18]([CH:22]=[CH:23][CH:24]=2)[CH:19]=[CH:20][N:21]=1, predict the reactants needed to synthesize it. The reactants are: Br[C:2]1[CH:3]=[N:4][C:5]([C:8]([NH:10][C@H:11]2[CH2:15][CH2:14][N:13]([C:16]3[C:17]4[N:18]([CH:22]=[CH:23][CH:24]=4)[CH:19]=[CH:20][N:21]=3)[CH2:12]2)=[O:9])=[N:6][CH:7]=1.[CH3:25][C:26]1(C)C(C)(C)OB(C=C)O1.C([O-])([O-])=O.[K+].[K+]. (2) Given the product [CH3:1][N:2]1[C:6]([C@@:7]23[CH2:12][CH2:11][CH2:10][CH2:9][C@@H:8]2[O:13][C:24](=[O:25])[O:14]3)=[CH:5][CH:4]=[N:3]1, predict the reactants needed to synthesize it. The reactants are: [CH3:1][N:2]1[C:6]([C@@:7]2([OH:14])[CH2:12][CH2:11][CH2:10][CH2:9][C@@H:8]2[OH:13])=[CH:5][CH:4]=[N:3]1.CN(C1C=CC=CN=1)C.[C:24](N1C=CN=C1)(N1C=CN=C1)=[O:25]. (3) Given the product [CH3:1][O:2][C:3]1[C:4](=[O:41])[C:5]([CH3:40])=[C:6]([CH2:12][C:13]2[CH:14]=[CH:15][C:16]([OH:36])=[C:17]([CH:35]=2)[C:18]([NH:20][C:21]2[CH:22]=[C:23]([C:31]([F:33])([F:34])[F:32])[CH:24]=[C:25]([C:27]([F:28])([F:29])[F:30])[CH:26]=2)=[O:19])[C:7](=[O:11])[C:8]=1[O:9][CH3:10], predict the reactants needed to synthesize it. The reactants are: [CH3:1][O:2][C:3]1[C:4](=[O:41])[C:5]([CH3:40])=[C:6]([CH2:12][C:13]2[CH:14]=[CH:15][C:16]([O:36]C(=O)C)=[C:17]([CH:35]=2)[C:18]([NH:20][C:21]2[CH:26]=[C:25]([C:27]([F:30])([F:29])[F:28])[CH:24]=[C:23]([C:31]([F:34])([F:33])[F:32])[CH:22]=2)=[O:19])[C:7](=[O:11])[C:8]=1[O:9][CH3:10].C(=O)([O-])O.[Na+]. (4) Given the product [OH:27][CH2:26][CH2:25][N:23]1[CH:24]=[C:20]([C:17]2[N:16]=[C:15]3[N:11]([CH2:10][C:8]4[CH:7]=[CH:6][N:5]5[N:1]=[CH:2][C:3]([CH:47]=[O:48])=[C:4]5[CH:9]=4)[N:12]=[N:13][C:14]3=[N:19][CH:18]=2)[CH:21]=[N:22]1, predict the reactants needed to synthesize it. The reactants are: [N:1]1[N:5]2[CH:6]=[CH:7][C:8]([CH2:10][N:11]3[C:15]4=[N:16][C:17]([C:20]5[CH:21]=[N:22][N:23]([CH2:25][CH2:26][O:27]C6CCCCO6)[CH:24]=5)=[CH:18][N:19]=[C:14]4[N:13]=[N:12]3)=[CH:9][C:4]2=[CH:3][CH:2]=1.C1N2CN3CN(C2)CN1C3.N.O.C[C:47](O)=[O:48].O. (5) Given the product [CH2:6]([C@H:5]([NH:13][C:14](=[O:20])[O:15][C:16]([CH3:19])([CH3:17])[CH3:18])[CH2:4][C@H:3]([OH:21])[C@@H:2]([NH:1][C:51](=[O:52])[C@@H:50]([N:47]1[CH2:48][CH2:49][N:45]([CH2:44][C:42]2[N:43]=[C:39]([CH2:38][O:37][CH3:36])[S:40][CH:41]=2)[C:46]1=[O:58])[C:54]([CH3:57])([CH3:56])[CH3:55])[CH2:22][C:23]1[CH:28]=[CH:27][CH:26]=[CH:25][CH:24]=1)[C:7]1[CH:12]=[CH:11][CH:10]=[CH:9][CH:8]=1, predict the reactants needed to synthesize it. The reactants are: [NH2:1][C@@H:2]([CH2:22][C:23]1[CH:28]=[CH:27][CH:26]=[CH:25][CH:24]=1)[C@@H:3]([OH:21])[CH2:4][C@@H:5]([NH:13][C:14](=[O:20])[O:15][C:16]([CH3:19])([CH3:18])[CH3:17])[CH2:6][C:7]1[CH:12]=[CH:11][CH:10]=[CH:9][CH:8]=1.FC(F)(F)C(O)=O.[CH3:36][O:37][CH2:38][C:39]1[S:40][CH:41]=[C:42]([CH2:44][N:45]2[CH2:49][CH2:48][N:47]([C@@H:50]([C:54]([CH3:57])([CH3:56])[CH3:55])[C:51](O)=[O:52])[C:46]2=[O:58])[N:43]=1.CCOP(ON1N=NC2C=CC=CC=2C1=O)(OCC)=O.C(N(CC)C(C)C)(C)C. (6) Given the product [F:33][C:30]1[CH:31]=[CH:32][C:27]([C:19]2[C:20]([C:21]3[CH:22]=[CH:23][N:24]=[CH:25][CH:26]=3)=[C:14]3[CH:13]=[C:12]([CH2:11][NH2:38])[CH:17]=[CH:16][N:15]3[N:18]=2)=[CH:28][CH:29]=1, predict the reactants needed to synthesize it. The reactants are: NS(C1C=C(C=CC=1Cl)C(O[CH2:11][C:12]1[CH:17]=[CH:16][N:15]2[N:18]=[C:19]([C:27]3[CH:32]=[CH:31][C:30]([F:33])=[CH:29][CH:28]=3)[C:20]([C:21]3[CH:26]=[CH:25][N:24]=[CH:23][CH:22]=3)=[C:14]2[CH:13]=1)=O)(=O)=O.[NH2:38]N. (7) Given the product [Br:15][C:16]1[CH:21]=[CH:20][C:19]([C:7]2[CH:8]=[C:9]3[C:4](=[CH:5][CH:6]=2)[NH:3][C:2](=[O:1])[CH2:11][CH2:10]3)=[CH:18][C:17]=1[N+:23]([O-:25])=[O:24], predict the reactants needed to synthesize it. The reactants are: [O:1]=[C:2]1[CH2:11][CH2:10][C:9]2[C:4](=[CH:5][CH:6]=[C:7](B(O)O)[CH:8]=2)[NH:3]1.[Br:15][C:16]1[CH:21]=[CH:20][C:19](Br)=[CH:18][C:17]=1[N+:23]([O-:25])=[O:24].O.